Dataset: Catalyst prediction with 721,799 reactions and 888 catalyst types from USPTO. Task: Predict which catalyst facilitates the given reaction. (1) Reactant: [C:1]([CH2:3][C:4]1[CH:12]=[CH:11][CH:10]=[CH:9][C:5]=1[C:6](O)=[O:7])#[N:2].[NH2:13][C:14]1[CH:18]=[CH:17][NH:16][N:15]=1. Product: [NH:16]1[CH:17]=[CH:18][C:14]([NH:13][C:1]2[NH:2][C:6](=[O:7])[C:5]3[C:4]([CH:3]=2)=[CH:12][CH:11]=[CH:10][CH:9]=3)=[N:15]1. The catalyst class is: 15. (2) Reactant: Cl[C:2]1[C:6]2[C:7]([O:11][CH:12]([F:14])[F:13])=[CH:8][CH:9]=[CH:10][C:5]=2[S:4](=[O:16])(=[O:15])[N:3]=1.[CH2:17]([NH:19][CH2:20][CH3:21])[CH3:18]. Product: [F:13][CH:12]([F:14])[O:11][C:7]1[C:6]2[C:2]([N:19]([CH2:20][CH3:21])[CH2:17][CH3:18])=[N:3][S:4](=[O:16])(=[O:15])[C:5]=2[CH:10]=[CH:9][CH:8]=1. The catalyst class is: 217. (3) Reactant: C([O-])(=O)C.[K+].[B:15]1([B:15]2[O:19][C:18]([CH3:21])([CH3:20])[C:17]([CH3:23])([CH3:22])[O:16]2)[O:19][C:18]([CH3:21])([CH3:20])[C:17]([CH3:23])([CH3:22])[O:16]1.Br[C:25]1[CH:26]=[CH:27][C:28]2[NH:32][C:31](=[O:33])[N:30]([CH3:34])[C:29]=2[CH:35]=1. Product: [CH3:34][N:30]1[C:29]2[CH:35]=[C:25]([B:15]3[O:16][C:17]([CH3:22])([CH3:23])[C:18]([CH3:20])([CH3:21])[O:19]3)[CH:26]=[CH:27][C:28]=2[NH:32][C:31]1=[O:33]. The catalyst class is: 418. (4) Reactant: FC(F)(F)C(O)=O.[CH3:8][N:9]1[C:21]2[CH:20]=[CH:19][C:18]([C:22]3[S:23][CH:24]=[C:25]4[C:29]=3[NH:28][C:27](=[O:30])[N:26]4C(OC(C)(C)C)=O)=[CH:17][C:16]=2[C:15]2[C:10]1=[CH:11][CH:12]=[C:13]([C:38]1[S:39][CH:40]=[C:41]3[C:45]=1[NH:44][C:43](=[O:46])[N:42]3C(OC(C)(C)C)=O)[CH:14]=2.C(=O)([O-])[O-].[Na+].[Na+]. Product: [CH3:8][N:9]1[C:21]2[CH:20]=[CH:19][C:18]([C:22]3[S:23][CH:24]=[C:25]4[C:29]=3[NH:28][C:27](=[O:30])[NH:26]4)=[CH:17][C:16]=2[C:15]2[C:10]1=[CH:11][CH:12]=[C:13]([C:38]1[S:39][CH:40]=[C:41]3[C:45]=1[NH:44][C:43](=[O:46])[NH:42]3)[CH:14]=2. The catalyst class is: 13.